From a dataset of Peptide-MHC class I binding affinity with 185,985 pairs from IEDB/IMGT. Regression. Given a peptide amino acid sequence and an MHC pseudo amino acid sequence, predict their binding affinity value. This is MHC class I binding data. (1) The peptide sequence is WMLGTGVYL. The MHC is HLA-A01:01 with pseudo-sequence HLA-A01:01. The binding affinity (normalized) is 0.0847. (2) The peptide sequence is FIIFLFILLL. The MHC is HLA-A31:01 with pseudo-sequence HLA-A31:01. The binding affinity (normalized) is 0.396. (3) The binding affinity (normalized) is 0. The peptide sequence is TTAQGTSMYP. The MHC is HLA-A68:02 with pseudo-sequence HLA-A68:02.